Dataset: Peptide-MHC class II binding affinity with 134,281 pairs from IEDB. Task: Regression. Given a peptide amino acid sequence and an MHC pseudo amino acid sequence, predict their binding affinity value. This is MHC class II binding data. (1) The peptide sequence is PKFENIAEGLR. The MHC is HLA-DPA10103-DPB10401 with pseudo-sequence HLA-DPA10103-DPB10401. The binding affinity (normalized) is 0.00255. (2) The peptide sequence is AAAIAGTTVYGAFAA. The MHC is HLA-DQA10401-DQB10402 with pseudo-sequence HLA-DQA10401-DQB10402. The binding affinity (normalized) is 0.469. (3) The MHC is DRB3_0202 with pseudo-sequence DRB3_0202. The peptide sequence is VPLYNRFSYIPNGAL. The binding affinity (normalized) is 0.669. (4) The peptide sequence is PNWVRKVFIDTIPNI. The MHC is HLA-DPA10201-DPB10501 with pseudo-sequence HLA-DPA10201-DPB10501. The binding affinity (normalized) is 0.245. (5) The peptide sequence is LPAIVREAIKRRLRT. The MHC is DRB1_0701 with pseudo-sequence DRB1_0701. The binding affinity (normalized) is 0.280.